Predict which catalyst facilitates the given reaction. From a dataset of Catalyst prediction with 721,799 reactions and 888 catalyst types from USPTO. Reactant: Br[C:2]1[C:7]2=[CH:8][N:9]([C:11]3[C:16]([Cl:17])=[CH:15][CH:14]=[CH:13][C:12]=3[Cl:18])[N:10]=[C:6]2[C:5]([Br:19])=[CH:4][N:3]=1.C[N:21]1C(=O)CCC1. Product: [Br:19][C:5]1[C:6]2[C:7](=[CH:8][N:9]([C:11]3[C:16]([Cl:17])=[CH:15][CH:14]=[CH:13][C:12]=3[Cl:18])[N:10]=2)[C:2]([NH2:21])=[N:3][CH:4]=1. The catalyst class is: 328.